From a dataset of Catalyst prediction with 721,799 reactions and 888 catalyst types from USPTO. Predict which catalyst facilitates the given reaction. (1) Reactant: [F:1][C:2]1[C:11]([O:12]CC2C=CC=CC=2)=[C:10]([Cl:20])[CH:9]=[C:8]2[C:3]=1[CH:4]=[CH:5][CH:6]=[C:7]2[OH:21].B(Br)(Br)Br.C(OCC)(=O)C. Product: [F:1][C:2]1[C:11]([OH:12])=[C:10]([Cl:20])[CH:9]=[C:8]2[C:3]=1[CH:4]=[CH:5][CH:6]=[C:7]2[OH:21]. The catalyst class is: 2. (2) Reactant: [O:1]=[C:2]1[N:8]([CH:9]2[CH2:14][CH2:13][N:12]([C:15]([O:17][C@H:18]([CH2:34][C:35]3[CH:40]=[C:39]([C:41]([F:44])([F:43])[F:42])[C:38]([NH2:45])=[C:37]([Cl:46])[CH:36]=3)[C:19]([N:21]3[CH2:26][CH2:25][CH:24]([N:27]4[CH2:32][CH2:31][N:30]([CH3:33])[CH2:29][CH2:28]4)[CH2:23][CH2:22]3)=[O:20])=[O:16])[CH2:11][CH2:10]2)[CH2:7][CH2:6][C:5]2[CH:47]=[CH:48][CH:49]=[CH:50][C:4]=2[NH:3]1.[C:51]([OH:58])(=[O:57])[CH2:52][CH2:53][C:54]([OH:56])=[O:55]. Product: [C:51]([OH:58])(=[O:57])[CH2:52][CH2:53][C:54]([OH:56])=[O:55].[C:51]([OH:58])(=[O:57])[CH2:52][CH2:53][C:54]([OH:56])=[O:55].[O:1]=[C:2]1[N:8]([CH:9]2[CH2:14][CH2:13][N:12]([C:15]([O:17][C@H:18]([CH2:34][C:35]3[CH:40]=[C:39]([C:41]([F:43])([F:42])[F:44])[C:38]([NH2:45])=[C:37]([Cl:46])[CH:36]=3)[C:19]([N:21]3[CH2:26][CH2:25][CH:24]([N:27]4[CH2:28][CH2:29][N:30]([CH3:33])[CH2:31][CH2:32]4)[CH2:23][CH2:22]3)=[O:20])=[O:16])[CH2:11][CH2:10]2)[CH2:7][CH2:6][C:5]2[CH:47]=[CH:48][CH:49]=[CH:50][C:4]=2[NH:3]1. The catalyst class is: 32. (3) Product: [Br:1][C:2]1[CH:3]=[C:4]([NH:12][C:14](=[O:15])[CH3:13])[CH:5]=[C:6]([C:8]([F:10])([F:11])[F:9])[CH:7]=1. The catalyst class is: 52. Reactant: [Br:1][C:2]1[CH:3]=[C:4]([NH2:12])[CH:5]=[C:6]([C:8]([F:11])([F:10])[F:9])[CH:7]=1.[CH3:13][C:14](OC(C)=O)=[O:15].O. (4) Reactant: [H-].[Na+].[Cl:3][C:4]1[C:5](F)=[C:6]([CH:14]=[CH:15][C:16]=1[F:17])[C:7]([N:9]([CH2:11][CH2:12][OH:13])[CH3:10])=[O:8].O. Product: [Cl:3][C:4]1[C:5]2[O:13][CH2:12][CH2:11][N:9]([CH3:10])[C:7](=[O:8])[C:6]=2[CH:14]=[CH:15][C:16]=1[F:17]. The catalyst class is: 3. (5) Reactant: Cl[C:2]1[N:7]=[CH:6][C:5]([CH2:8][OH:9])=[CH:4][CH:3]=1.[CH:10]([B-](F)(F)F)=[CH2:11].[K+].C(Cl)Cl. Product: [CH:10]([C:2]1[N:7]=[CH:6][C:5]([CH2:8][OH:9])=[CH:4][CH:3]=1)=[CH2:11]. The catalyst class is: 32. (6) Reactant: [NH2:1][C:2]1[CH:7]=[CH:6][C:5]([CH2:8][C:9]([O:11][CH2:12][CH3:13])=[O:10])=[CH:4][CH:3]=1.[Cl:14][C:15]1[CH:20]=[CH:19][C:18]([C:21]2[O:25][N:24]=[CH:23][C:22]=2[CH2:26][CH2:27][C:28](O)=[O:29])=[CH:17][CH:16]=1.O.ON1C2C=CC=CC=2N=N1.Cl.C(N=C=NCCCN(C)C)C. Product: [CH2:12]([O:11][C:9]([CH2:8][C:5]1[CH:4]=[CH:3][C:2]([NH:1][C:28](=[O:29])[CH2:27][CH2:26][C:22]2[CH:23]=[N:24][O:25][C:21]=2[C:18]2[CH:19]=[CH:20][C:15]([Cl:14])=[CH:16][CH:17]=2)=[CH:7][CH:6]=1)=[O:10])[CH3:13]. The catalyst class is: 145. (7) Reactant: [CH:1]1([CH:4](O)[C:5]([O:7][CH3:8])=[O:6])[CH2:3][CH2:2]1.CCN(S(F)(F)[F:16])CC.O. Product: [CH:1]1([CH:4]([F:16])[C:5]([O:7][CH3:8])=[O:6])[CH2:3][CH2:2]1. The catalyst class is: 2. (8) The catalyst class is: 2. Product: [CH3:1][O:2][C:3]1[CH:8]=[CH:7][CH:6]=[CH:5][C:4]=1[NH:9][C:10]([C@H:12]1[N:20]([C:21](=[O:40])[C@@H:22]([NH:26][C:27](=[O:39])[C@@H:28]([NH:30][CH3:31])[CH3:29])[CH:23]([CH3:25])[CH3:24])[C:15]2=[N:16][CH:17]=[CH:18][CH:19]=[C:14]2[CH2:13]1)=[O:11]. Reactant: [CH3:1][O:2][C:3]1[CH:8]=[CH:7][CH:6]=[CH:5][C:4]=1[NH:9][C:10]([C@H:12]1[N:20]([C:21](=[O:40])[C@@H:22]([NH:26][C:27](=[O:39])[C@@H:28]([N:30](C)[C:31](=O)OC(C)(C)C)[CH3:29])[CH:23]([CH3:25])[CH3:24])[C:15]2=[N:16][CH:17]=[CH:18][CH:19]=[C:14]2[CH2:13]1)=[O:11].C(O)(C(F)(F)F)=O.